This data is from Forward reaction prediction with 1.9M reactions from USPTO patents (1976-2016). The task is: Predict the product of the given reaction. (1) Given the reactants [F:1][C:2]1[CH:7]=[CH:6][CH:5]=[CH:4][C:3]=1[C:8]#[C:9][C:10]1[O:14][C:13]([C:15]([OH:17])=O)=[CH:12][CH:11]=1.C(Cl)(=O)C([Cl:21])=O, predict the reaction product. The product is: [F:1][C:2]1[CH:7]=[CH:6][CH:5]=[CH:4][C:3]=1[C:8]#[C:9][C:10]1[O:14][C:13]([C:15]([Cl:21])=[O:17])=[CH:12][CH:11]=1. (2) Given the reactants [CH3:1][O:2][CH2:3][CH2:4][O:5][CH2:6][CH2:7][O:8][CH2:9][CH2:10][OH:11].C(N(CC)CC)C.[CH:19]1([C:22](Cl)=[O:23])[CH2:21][CH2:20]1, predict the reaction product. The product is: [CH:19]1([C:22]([O:11][CH2:10][CH2:9][O:8][CH2:7][CH2:6][O:5][CH2:4][CH2:3][O:2][CH3:1])=[O:23])[CH2:21][CH2:20]1. (3) Given the reactants [CH2:1]([O:3][C:4](=[O:15])[CH2:5][C:6]([C:8]1[CH:13]=[CH:12][CH:11]=[C:10]([Cl:14])[CH:9]=1)=[O:7])[CH3:2].[H-].[Na+].Br[CH2:19][C:20]([C:22]1[CH:27]=[CH:26][CH:25]=[CH:24][CH:23]=1)=[O:21], predict the reaction product. The product is: [CH2:1]([O:3][C:4](=[O:15])[CH:5]([C:6](=[O:7])[C:8]1[CH:13]=[CH:12][CH:11]=[C:10]([Cl:14])[CH:9]=1)[CH2:19][C:20](=[O:21])[C:22]1[CH:27]=[CH:26][CH:25]=[CH:24][CH:23]=1)[CH3:2]. (4) Given the reactants [OH:1][CH2:2][CH2:3][C:4]1[N:5]=[C:6]([NH:9][C:10](=[O:16])[O:11][C:12]([CH3:15])([CH3:14])[CH3:13])[S:7][CH:8]=1.[CH3:17][S:18](Cl)(=[O:20])=[O:19].O, predict the reaction product. The product is: [CH3:17][S:18]([O:1][CH2:2][CH2:3][C:4]1[N:5]=[C:6]([NH:9][C:10]([O:11][C:12]([CH3:13])([CH3:15])[CH3:14])=[O:16])[S:7][CH:8]=1)(=[O:20])=[O:19].